This data is from TCR-epitope binding with 47,182 pairs between 192 epitopes and 23,139 TCRs. The task is: Binary Classification. Given a T-cell receptor sequence (or CDR3 region) and an epitope sequence, predict whether binding occurs between them. (1) The epitope is NLSALGIFST. The TCR CDR3 sequence is CASSVATLRVSTNEKLFF. Result: 1 (the TCR binds to the epitope). (2) The epitope is LVLSVNPYV. The TCR CDR3 sequence is CASSSGTGVGELFF. Result: 1 (the TCR binds to the epitope). (3) The epitope is HSKKKCDEL. The TCR CDR3 sequence is CASSPVLGASGNEQFF. Result: 0 (the TCR does not bind to the epitope). (4) Result: 1 (the TCR binds to the epitope). The epitope is LPAADLDDF. The TCR CDR3 sequence is CASSSREGGSLNSPLHF. (5) The epitope is VLWAHGFEL. The TCR CDR3 sequence is CASSPIGGELFF. Result: 1 (the TCR binds to the epitope).